This data is from Forward reaction prediction with 1.9M reactions from USPTO patents (1976-2016). The task is: Predict the product of the given reaction. Given the reactants [Cl:1][C:2]1[CH:3]=[C:4]([C:9]2[CH2:13][C:12]([O:17][CH3:18])([C:14]([OH:16])=O)[O:11][N:10]=2)[CH:5]=[C:6]([Cl:8])[CH:7]=1.C1C=C[C:22]2[N:27](O)N=[N:25][C:23]=2C=1.NCC#N.Cl.CN(C)CCCN=C=NCC, predict the reaction product. The product is: [C:23]([CH2:22][NH:27][C:14]([C:12]1([O:17][CH3:18])[O:11][N:10]=[C:9]([C:4]2[CH:5]=[C:6]([Cl:8])[CH:7]=[C:2]([Cl:1])[CH:3]=2)[CH2:13]1)=[O:16])#[N:25].